This data is from Full USPTO retrosynthesis dataset with 1.9M reactions from patents (1976-2016). The task is: Predict the reactants needed to synthesize the given product. (1) Given the product [CH2:12]([CH:11]([N:10]1[C:7]2[CH:8]=[CH:9][C:4]([C:3]([OH:2])=[O:25])=[CH:5][C:6]=2[N:16]=[C:17]1[CH2:18][C:19]1[S:23][CH:22]=[N:21][CH:20]=1)[CH2:14][CH3:15])[CH3:13], predict the reactants needed to synthesize it. The reactants are: C[O:2][C:3](=[O:25])[C:4]1[CH:9]=[CH:8][C:7]([NH:10][CH:11]([CH2:14][CH3:15])[CH2:12][CH3:13])=[C:6]([NH:16][C:17](=O)[CH2:18][C:19]2[S:23][CH:22]=[N:21][CH:20]=2)[CH:5]=1.Cl.O. (2) Given the product [C:4]([O:3][C:1]([NH:8][CH:9]1[CH2:14][CH2:13][N:12]([C:19]2[N:20]=[CH:21][C:22]3[C:27]([C:28]4[CH:29]=[CH:30][CH:31]=[CH:32][CH:33]=4)=[C:26]([C:34]4[CH:39]=[CH:38][C:37]([C:40]5([NH:44][C:45](=[O:51])[O:46][C:47]([CH3:49])([CH3:48])[CH3:50])[CH2:41][CH2:42][CH2:43]5)=[CH:36][CH:35]=4)[O:25][C:23]=3[N:24]=2)[CH2:11][CH2:10]1)=[O:2])([CH3:7])([CH3:6])[CH3:5], predict the reactants needed to synthesize it. The reactants are: [C:1]([NH:8][CH:9]1[CH2:14][CH2:13][NH:12][CH2:11][CH2:10]1)([O:3][C:4]([CH3:7])([CH3:6])[CH3:5])=[O:2].CS([C:19]1[N:20]=[CH:21][C:22]2[C:27]([C:28]3[CH:33]=[CH:32][CH:31]=[CH:30][CH:29]=3)=[C:26]([C:34]3[CH:39]=[CH:38][C:37]([C:40]4([NH:44][C:45](=[O:51])[O:46][C:47]([CH3:50])([CH3:49])[CH3:48])[CH2:43][CH2:42][CH2:41]4)=[CH:36][CH:35]=3)[O:25][C:23]=2[N:24]=1)(=O)=O.